Dataset: Catalyst prediction with 721,799 reactions and 888 catalyst types from USPTO. Task: Predict which catalyst facilitates the given reaction. (1) Reactant: [Cl:1][C:2]1[CH:3]=[CH:4][C:5]([F:27])=[C:6]([S:8]([NH:11][C:12]2[CH:17]=[CH:16][C:15]([C:18]3[CH:23]=[N:22][C:21]([C:24]#[N:25])=[C:20](Cl)[N:19]=3)=[CH:14][CH:13]=2)(=[O:10])=[O:9])[CH:7]=1.[NH2:28][NH2:29]. Product: [NH2:25][C:24]1[C:21]2[C:20](=[N:19][C:18]([C:15]3[CH:16]=[CH:17][C:12]([NH:11][S:8]([C:6]4[CH:7]=[C:2]([Cl:1])[CH:3]=[CH:4][C:5]=4[F:27])(=[O:10])=[O:9])=[CH:13][CH:14]=3)=[CH:23][N:22]=2)[NH:29][N:28]=1. The catalyst class is: 378. (2) Reactant: [F:1][C:2]1[CH:40]=[CH:39][C:5]([CH2:6][NH:7][CH2:8][CH2:9][C:10]2[CH:11]=[C:12]3[C:16](=[CH:17][C:18]=2[NH2:19])[N:15]([C:20]([C:33]2[CH:38]=[CH:37][CH:36]=[CH:35][CH:34]=2)([C:27]2[CH:32]=[CH:31][CH:30]=[CH:29][CH:28]=2)[C:21]2[CH:26]=[CH:25][CH:24]=[CH:23][CH:22]=2)[N:14]=[CH:13]3)=[CH:4][CH:3]=1.CCN(CC)CC.C1N=CN([C:53](N2C=NC=C2)=[O:54])C=1.O. Product: [F:1][C:2]1[CH:3]=[CH:4][C:5]([CH2:6][N:7]2[CH2:8][CH2:9][C:10]3[CH:11]=[C:12]4[C:16](=[CH:17][C:18]=3[NH:19][C:53]2=[O:54])[N:15]([C:20]([C:21]2[CH:26]=[CH:25][CH:24]=[CH:23][CH:22]=2)([C:27]2[CH:28]=[CH:29][CH:30]=[CH:31][CH:32]=2)[C:33]2[CH:34]=[CH:35][CH:36]=[CH:37][CH:38]=2)[N:14]=[CH:13]4)=[CH:39][CH:40]=1. The catalyst class is: 2. (3) Reactant: [H-].[Na+].[Br:3][C:4]1[C:9]2[N:10]=[CH:11][N:12]=[CH:13][C:8]=2[C:7](=[O:14])[NH:6][CH:5]=1.CI.[CH3:17]C(=O)OCC. Product: [Br:3][C:4]1[C:9]2[N:10]=[CH:11][N:12]=[CH:13][C:8]=2[C:7](=[O:14])[N:6]([CH3:17])[CH:5]=1. The catalyst class is: 3. (4) Reactant: [CH3:1][O:2][CH:3]([O:6][CH3:7])[CH2:4][NH2:5].[Li]CCCC.Cl[Si:14]([CH3:17])([CH3:16])[CH3:15].[Cl-].[Li+]. Product: [N:5]([CH2:4][CH:3]([O:6][CH3:7])[O:2][CH3:1])([Si:14]([CH3:17])([CH3:16])[CH3:15])[Si:14]([CH3:17])([CH3:16])[CH3:15]. The catalyst class is: 7. (5) Reactant: C(O)(=O)C.[N:5]1[CH:10]=[CH:9][CH:8]=[C:7]([C:11](=[N:20]O)[CH2:12][CH2:13][CH:14]2[CH2:19][CH2:18][O:17][CH2:16][CH2:15]2)[CH:6]=1. Product: [N:5]1[CH:10]=[CH:9][CH:8]=[C:7]([CH:11]([NH2:20])[CH2:12][CH2:13][CH:14]2[CH2:15][CH2:16][O:17][CH2:18][CH2:19]2)[CH:6]=1. The catalyst class is: 490. (6) Reactant: [NH2:1][C@@H:2]1[CH2:7][CH2:6][C@H:5]([NH:8][C:9]2[N:14]=[C:13]([N:15]([CH3:17])[CH3:16])[CH:12]=[CH:11][N:10]=2)[CH2:4][CH2:3]1.[Cl:18][C:19]1[CH:24]=[CH:23][CH:22]=[C:21]([N:25]=[C:26]=[O:27])[C:20]=1[Cl:28].O. Product: [ClH:18].[Cl:28][C:20]1[C:19]([Cl:18])=[CH:24][CH:23]=[CH:22][C:21]=1[NH:25][C:26]([NH:1][C@H:2]1[CH2:3][CH2:4][C@@H:5]([NH:8][C:9]2[N:14]=[C:13]([N:15]([CH3:17])[CH3:16])[CH:12]=[CH:11][N:10]=2)[CH2:6][CH2:7]1)=[O:27]. The catalyst class is: 16.